Dataset: Full USPTO retrosynthesis dataset with 1.9M reactions from patents (1976-2016). Task: Predict the reactants needed to synthesize the given product. (1) The reactants are: [CH:1]1([CH2:4][O:5][C:6]2[N:11]=[C:10]([C:12]([OH:14])=O)[CH:9]=[CH:8][C:7]=2[N:15]2[CH2:18][C:17]([F:20])([F:19])[CH2:16]2)[CH2:3][CH2:2]1.[C:21]([NH:25][CH2:26][C:27]([NH2:29])=[O:28])([CH3:24])([CH3:23])[CH3:22].CN(C(ON1N=NC2C=CC=CC1=2)=[N+](C)C)C.[B-](F)(F)(F)F.CCN(C(C)C)C(C)C. Given the product [C:21]([N:25]([CH2:26][C:27](=[O:28])[NH2:29])[C:12]([C:10]1[CH:9]=[CH:8][C:7]([N:15]2[CH2:18][C:17]([F:20])([F:19])[CH2:16]2)=[C:6]([O:5][CH2:4][CH:1]2[CH2:2][CH2:3]2)[N:11]=1)=[O:14])([CH3:24])([CH3:23])[CH3:22], predict the reactants needed to synthesize it. (2) Given the product [CH3:9][N:10]1[C:18]2[C:13](=[CH:14][CH:15]=[CH:16][CH:17]=2)[C:12]([CH2:2][CH2:1][C:3]2[CH:8]=[CH:7][N:6]=[CH:5][CH:4]=2)=[CH:11]1, predict the reactants needed to synthesize it. The reactants are: [CH:1]([C:3]1[CH:8]=[CH:7][N:6]=[CH:5][CH:4]=1)=[CH2:2].[CH3:9][N:10]1[C:18]2[C:13](=[CH:14][CH:15]=[CH:16][CH:17]=2)[CH:12]=[CH:11]1. (3) Given the product [Cl:1][C:2]1[N:3]=[C:4]([NH:30][CH2:20][CH2:19][NH:22][CH3:25])[C:5]2[CH2:10][CH2:9][CH:8]([C:11]3[CH:16]=[CH:15][C:14]([F:17])=[CH:13][CH:12]=3)[C:6]=2[N:7]=1, predict the reactants needed to synthesize it. The reactants are: [Cl:1][C:2]1[N:3]=[C:4](Cl)[C:5]2[CH2:10][CH2:9][CH:8]([C:11]3[CH:16]=[CH:15][C:14]([F:17])=[CH:13][CH:12]=3)[C:6]=2[N:7]=1.[CH:19]([N:22]([CH:25](C)C)CC)(C)[CH3:20].C(#[N:30])C. (4) Given the product [Cl:28][C:4]1[CH:3]=[C:2]([C:35]2[CH:36]=[CH:37][C:32]([C:29]([OH:31])=[O:30])=[CH:33][CH:34]=2)[CH:7]=[CH:6][C:5]=1[CH:8]([CH3:27])[C:9]([OH:14])([C:15]1[CH:16]=[CH:17][C:18]2[O:23][CH2:22][C:21](=[O:24])[N:20]([CH3:25])[C:19]=2[CH:26]=1)[C:10]([F:13])([F:12])[F:11], predict the reactants needed to synthesize it. The reactants are: Br[C:2]1[CH:7]=[CH:6][C:5]([CH:8]([CH3:27])[C:9]([C:15]2[CH:16]=[CH:17][C:18]3[O:23][CH2:22][C:21](=[O:24])[N:20]([CH3:25])[C:19]=3[CH:26]=2)([OH:14])[C:10]([F:13])([F:12])[F:11])=[C:4]([Cl:28])[CH:3]=1.[C:29]([C:32]1[CH:37]=[CH:36][C:35](B(O)O)=[CH:34][CH:33]=1)([OH:31])=[O:30]. (5) Given the product [Cl:48][C:44]1[CH:43]=[C:42]([C:26]2[C:27]3[C:32](=[CH:31][CH:30]=[C:29]([C:33]([C:34]4[CH:39]=[CH:38][C:37]([Cl:40])=[CH:36][CH:35]=4)([OH:41])[C:6]4[N:2]([CH3:1])[CH:3]=[N:4][CH:5]=4)[CH:28]=3)[NH:24][CH:25]=2)[CH:47]=[CH:46][CH:45]=1, predict the reactants needed to synthesize it. The reactants are: [CH3:1][N:2]1[CH:6]=[CH:5][N:4]=[CH:3]1.C([Li])CCC.Cl[Si](CC)(CC)CC.CS([N:24]1[C:32]2[C:27](=[CH:28][C:29]([C:33](=[O:41])[C:34]3[CH:39]=[CH:38][C:37]([Cl:40])=[CH:36][CH:35]=3)=[CH:30][CH:31]=2)[C:26]([C:42]2[CH:47]=[CH:46][CH:45]=[C:44]([Cl:48])[CH:43]=2)=[CH:25]1)(=O)=O. (6) The reactants are: [Cl:1][C:2]1[CH:20]=[CH:19][C:5]2[N:6]=[C:7]([NH:9][C:10]3[CH:18]=[CH:17][C:13]([C:14]([OH:16])=O)=[CH:12][CH:11]=3)[S:8][C:4]=2[CH:3]=1.C(Cl)CCl.C1C=CC2N(O)N=NC=2C=1.[Cl:35][C:36]1[C:41]([NH:42][NH2:43])=[N:40][CH:39]=[CH:38][N:37]=1.C(N(CC)CC)C. Given the product [Cl:1][C:2]1[CH:20]=[CH:19][C:5]2[N:6]=[C:7]([NH:9][C:10]3[CH:11]=[CH:12][C:13]([C:14]([NH:43][NH:42][C:41]4[C:36]([Cl:35])=[N:37][CH:38]=[CH:39][N:40]=4)=[O:16])=[CH:17][CH:18]=3)[S:8][C:4]=2[CH:3]=1, predict the reactants needed to synthesize it. (7) Given the product [CH3:26][C:5]([O:14][C:15]1[CH:20]=[CH:19][C:18]([O:21][C:22]([F:25])([F:23])[F:24])=[CH:17][CH:16]=1)([CH2:6][C:7]1[CH:12]=[CH:11][C:10]([O:13][CH2:40][CH2:39][C:30]2[N:31]=[C:32]([C:34]3[S:35][CH:36]=[CH:37][CH:38]=3)[O:33][C:29]=2[CH3:28])=[CH:9][CH:8]=1)[C:4]([OH:3])=[O:27], predict the reactants needed to synthesize it. The reactants are: C([O:3][C:4](=[O:27])[C:5]([CH3:26])([O:14][C:15]1[CH:20]=[CH:19][C:18]([O:21][C:22]([F:25])([F:24])[F:23])=[CH:17][CH:16]=1)[CH2:6][C:7]1[CH:12]=[CH:11][C:10]([OH:13])=[CH:9][CH:8]=1)C.[CH3:28][C:29]1[O:33][C:32]([C:34]2[S:35][CH:36]=[CH:37][CH:38]=2)=[N:31][C:30]=1[CH2:39][CH2:40]OS(C1C=CC(C)=CC=1)(=O)=O.[K+].[Br-]. (8) Given the product [Br:35][CH:5]1[CH2:4][C:3]2[C:7](=[C:8]([F:11])[CH:9]=[CH:10][C:2]=2[Cl:1])[CH:6]1[OH:12], predict the reactants needed to synthesize it. The reactants are: [Cl:1][C:2]1[CH:10]=[CH:9][C:8]([F:11])=[C:7]2[C:3]=1[CH2:4][CH2:5][C:6]2=[O:12].[BH4-].[Na+].Cl.O.C1(C)C=CC(S(O)(=O)=O)=CC=1.C1C(=O)N([Br:35])C(=O)C1. (9) Given the product [C:38]([NH:37][C:35]1[C:34]([Br:41])=[CH:33][C:32]([F:42])=[C:22]([NH:2]/[C:3](/[CH3:21])=[CH:4]\[C:5]([C:7]2[CH:12]=[CH:11][C:10]([C:13]3[C:14]([CH3:19])=[N:15][O:16][C:17]=3[CH3:18])=[CH:9][C:8]=2[F:20])=[O:6])[CH:36]=1)(=[O:40])[CH3:39], predict the reactants needed to synthesize it. The reactants are: C[N:2]([CH3:22])/[C:3](/[CH3:21])=[CH:4]/[C:5]([C:7]1[CH:12]=[CH:11][C:10]([C:13]2[C:14]([CH3:19])=[N:15][O:16][C:17]=2[CH3:18])=[CH:9][C:8]=1[F:20])=[O:6].OC(C(F)(F)F)=O.NC1[C:32]([F:42])=[CH:33][C:34]([Br:41])=[C:35]([NH:37][C:38](=[O:40])[CH3:39])[CH:36]=1.C(OC(C)C)(C)C.